From a dataset of Catalyst prediction with 721,799 reactions and 888 catalyst types from USPTO. Predict which catalyst facilitates the given reaction. (1) Reactant: [CH3:1][N:2]1[CH2:7][CH2:6][CH:5]([C:8]([O:10]C)=[O:9])[CH2:4][C:3]1=[O:12].[OH-].[Na+].CO. Product: [CH3:1][N:2]1[CH2:7][CH2:6][CH:5]([C:8]([OH:10])=[O:9])[CH2:4][C:3]1=[O:12]. The catalyst class is: 6. (2) Reactant: [NH2:1][N:2]1[C:11](=[O:12])[C:10]2[C:5](=[C:6]([O:15][CH3:16])[C:7](F)=[C:8]([F:13])[CH:9]=2)[N:4]([CH:17]2[CH2:19][CH2:18]2)[C:3]1=[O:20].[C:21]([O:25][C:26](=[O:35])[NH:27][C@H:28]([C@@H:30]1[CH2:34][CH2:33][NH:32][CH2:31]1)[CH3:29])([CH3:24])([CH3:23])[CH3:22].C(N(CC)CC)C.CS(C)=O. Product: [C:21]([O:25][C:26](=[O:35])[NH:27][C@@H:28]([C@H:30]1[CH2:34][CH2:33][N:32]([C:7]2[C:6]([O:15][CH3:16])=[C:5]3[C:10]([C:11](=[O:12])[N:2]([NH2:1])[C:3](=[O:20])[N:4]3[CH:17]3[CH2:19][CH2:18]3)=[CH:9][C:8]=2[F:13])[CH2:31]1)[CH3:29])([CH3:22])([CH3:23])[CH3:24]. The catalyst class is: 6. (3) Reactant: [NH2:1][C@H:2]1[C@H:7]([OH:8])[CH2:6][CH2:5][O:4][CH2:3]1.S=[C:10]1[CH2:14][S:13][C:12](=[O:15])[NH:11]1. Product: [O:15]=[C:12]1[N:11]=[C:10]([NH:1][C@H:2]2[C@H:7]([OH:8])[CH2:6][CH2:5][O:4][CH2:3]2)[CH2:14][S:13]1. The catalyst class is: 8. (4) Reactant: [N+:1]([C:4]1[C:5](=[O:16])[N:6]([C:10]2[CH:15]=[CH:14][CH:13]=[CH:12][CH:11]=2)[CH:7]=[CH:8][CH:9]=1)([O-:3])=[O:2].[Br:17]N1C(=O)CCC1=O. Product: [Br:17][C:8]1[CH:9]=[C:4]([N+:1]([O-:3])=[O:2])[C:5](=[O:16])[N:6]([C:10]2[CH:11]=[CH:12][CH:13]=[CH:14][CH:15]=2)[CH:7]=1. The catalyst class is: 9. (5) The catalyst class is: 4. Reactant: [OH:1][C:2]1[CH:3]=[CH:4][C:5]2[C:6](=[O:17])[C:7]3[C:12]([O:13][C:14]=2[C:15]=1[OH:16])=[CH:11][CH:10]=[CH:9][CH:8]=3.[CH2:18](Br)[CH:19]=[CH2:20].O.C(=O)([O-])[O-].[K+].[K+].[CH3:29][C:30]([CH3:32])=O. Product: [CH2:18]([O:1][C:2]1[CH:3]=[CH:4][C:5]2[C:6](=[O:17])[C:7]3[C:12]([O:13][C:14]=2[C:15]=1[O:16][CH2:32][CH:30]=[CH2:29])=[CH:11][CH:10]=[CH:9][CH:8]=3)[CH:19]=[CH2:20]. (6) Reactant: [CH3:1][O:2][C:3]1[CH:8]=[CH:7][CH:6]=[CH:5][N:4]=1.C([O-])(=O)C.[Na+].[Br:14]Br.[OH-].[Na+]. Product: [Br:14][C:6]1[CH:7]=[CH:8][C:3]([O:2][CH3:1])=[N:4][CH:5]=1. The catalyst class is: 15.